From a dataset of Catalyst prediction with 721,799 reactions and 888 catalyst types from USPTO. Predict which catalyst facilitates the given reaction. (1) Reactant: [NH:1]1[C:5]2[N:6]=[CH:7][CH:8]=[C:9]([C:10]#[N:11])[C:4]=2[CH:3]=[N:2]1.[NH2:12][OH:13]. Product: [OH:13][NH:12][C:10]([C:9]1[C:4]2[CH:3]=[N:2][NH:1][C:5]=2[N:6]=[CH:7][CH:8]=1)=[NH:11]. The catalyst class is: 14. (2) Reactant: O[C:2]([C:18]1[S:19][CH:20]=[CH:21][CH:22]=1)([C:13]1[S:14][CH:15]=[CH:16][CH:17]=1)[C:3]1[S:7][C:6]([C:8]([O:10][CH2:11][CH3:12])=[O:9])=[CH:5][CH:4]=1.B(F)(F)F.O(CC)CC.C([SiH](CC)CC)C. Product: [S:19]1[CH:20]=[CH:21][CH:22]=[C:18]1[CH:2]([C:13]1[S:14][CH:15]=[CH:16][CH:17]=1)[C:3]1[S:7][C:6]([C:8]([O:10][CH2:11][CH3:12])=[O:9])=[CH:5][CH:4]=1. The catalyst class is: 4. (3) Reactant: [NH:1]1[C:9]2[C:4](=[CH:5][CH:6]=[C:7]([NH:10][C:11]3[C:12]4[CH:31]=[CH:30][N:29](S(C5C=CC(C)=CC=5)(=O)=O)[C:13]=4[N:14]=[C:15]([NH:17][C:18]4[CH:23]=[CH:22][C:21]([N:24]([CH3:28])[C:25](=[O:27])[CH3:26])=[CH:20][CH:19]=4)[N:16]=3)[CH:8]=2)[CH:3]=[N:2]1.[OH-].[K+]. Product: [NH:1]1[C:9]2[C:4](=[CH:5][CH:6]=[C:7]([NH:10][C:11]3[C:12]4[CH:31]=[CH:30][NH:29][C:13]=4[N:14]=[C:15]([NH:17][C:18]4[CH:19]=[CH:20][C:21]([N:24]([CH3:28])[C:25](=[O:27])[CH3:26])=[CH:22][CH:23]=4)[N:16]=3)[CH:8]=2)[CH:3]=[N:2]1. The catalyst class is: 5. (4) Reactant: [ClH:1].O1CCOCC1.[OH:8][CH:9]([C:20]1[CH:21]=[N:22][C:23]([O:26][CH3:27])=[CH:24][CH:25]=1)[CH2:10][N:11](C)[C:12](=O)OC(C)(C)C. Product: [ClH:1].[ClH:1].[CH3:27][O:26][C:23]1[N:22]=[CH:21][C:20]([CH:9]([OH:8])[CH2:10][NH:11][CH3:12])=[CH:25][CH:24]=1. The catalyst class is: 5. (5) Reactant: C[O:2][C:3](=O)[CH2:4][C:5]([C:7]1[CH:16]=[CH:15][C:10]([C:11]([O:13][CH3:14])=[O:12])=[CH:9][CH:8]=1)=O.S(O)(O)(=O)=O.[CH3:23][NH:24][NH2:25].C(N(CC)CC)C. Product: [CH3:23][N:24]1[C:3](=[O:2])[CH2:4][C:5]([C:7]2[CH:16]=[CH:15][C:10]([C:11]([O:13][CH3:14])=[O:12])=[CH:9][CH:8]=2)=[N:25]1. The catalyst class is: 8. (6) Reactant: [Li+].CC([N-]C(C)C)C.[Se:9]1[CH:13]=[CH:12][CH:11]=[C:10]1[C:14]1[Se:15][C:16]([C:19]2[Se:20][CH:21]=[CH:22][CH:23]=2)=[CH:17][CH:18]=1.CN([CH:27]=[O:28])C. Product: [CH:27]([C:21]1[Se:20][C:19]([C:16]2[Se:15][C:14]([C:10]3[Se:9][CH:13]=[CH:12][CH:11]=3)=[CH:18][CH:17]=2)=[CH:23][CH:22]=1)=[O:28]. The catalyst class is: 13. (7) Reactant: [NH:1]1[CH2:5][CH2:4][CH2:3][CH2:2]1.Br[CH2:7][C:8]1[CH:13]=[CH:12][C:11]([C:14]2[O:15][C:16]3[CH:22]=[CH:21][CH:20]=[CH:19][C:17]=3[N:18]=2)=[CH:10][C:9]=1[O:23][CH3:24].C(N(CC)CC)C. The catalyst class is: 2. Product: [CH3:24][O:23][C:9]1[CH:10]=[C:11]([C:14]2[O:15][C:16]3[CH:22]=[CH:21][CH:20]=[CH:19][C:17]=3[N:18]=2)[CH:12]=[CH:13][C:8]=1[CH2:7][N:1]1[CH2:5][CH2:4][CH2:3][CH2:2]1. (8) Reactant: C([O:3][C:4](=O)[C:5]1[CH:10]=[CH:9][C:8]([CH3:11])=[C:7]([NH2:12])[CH:6]=1)C.[NH2:14][NH2:15]. Product: [NH2:12][C:7]1[CH:6]=[C:5]([CH:10]=[CH:9][C:8]=1[CH3:11])[C:4]([NH:14][NH2:15])=[O:3]. The catalyst class is: 14. (9) Reactant: [CH3:1][NH:2][C:3]([C:5]1[CH:6]=[N:7][N:8]([C:10]2[N:18]=[C:17]3[C:13]([N:14]=[CH:15][N:16]3[C@@H:19]3[CH2:23][C@H:22]([NH:24][C:25](=[O:28])[CH2:26][CH3:27])[C@@H:21]([OH:29])[C@H:20]3[OH:30])=[C:12]([NH:31]C(C3C=CC(OC)=CC=3)C3C=CC(OC)=CC=3)[N:11]=2)[CH:9]=1)=[O:4].FC(F)(F)C(O)=O. Product: [CH3:1][NH:2][C:3]([C:5]1[CH:6]=[N:7][N:8]([C:10]2[N:18]=[C:17]3[C:13]([N:14]=[CH:15][N:16]3[C@@H:19]3[CH2:23][C@H:22]([NH:24][C:25](=[O:28])[CH2:26][CH3:27])[C@@H:21]([OH:29])[C@H:20]3[OH:30])=[C:12]([NH2:31])[N:11]=2)[CH:9]=1)=[O:4]. The catalyst class is: 4. (10) Reactant: [O:1]1[CH2:6][CH2:5][O:4][C:3]2=[CH:7][S:8][CH:9]=[C:2]12.C([Li])CCC.[CH2:15]([Sn:19]([CH2:25][CH2:26][CH2:27][CH3:28])([CH2:21][CH2:22][CH2:23][CH3:24])Cl)[CH2:16][CH2:17][CH3:18].O. Product: [CH2:25]([Sn:19]([CH2:15][CH2:16][CH2:17][CH3:18])([CH2:21][CH2:22][CH2:23][CH3:24])[C:7]1[S:8][CH:9]=[C:2]2[C:3]=1[O:4][CH2:5][CH2:6][O:1]2)[CH2:26][CH2:27][CH3:28]. The catalyst class is: 165.